From a dataset of Forward reaction prediction with 1.9M reactions from USPTO patents (1976-2016). Predict the product of the given reaction. (1) Given the reactants Cl[C:2]1[N:3]=[C:4]([CH2:11][CH2:12][CH2:13][NH2:14])[C:5]2[S:10][CH2:9][CH2:8][C:6]=2[N:7]=1.[C:15]1([N:21]2[CH2:26][CH2:25][NH:24][CH2:23][CH2:22]2)[CH:20]=[CH:19][CH:18]=[CH:17][CH:16]=1.O1CCOCC1, predict the reaction product. The product is: [C:15]1([N:21]2[CH2:26][CH2:25][N:24]([C:2]3[N:3]=[C:4]([CH2:11][CH2:12][CH2:13][NH2:14])[C:5]4[S:10][CH2:9][CH2:8][C:6]=4[N:7]=3)[CH2:23][CH2:22]2)[CH:20]=[CH:19][CH:18]=[CH:17][CH:16]=1. (2) Given the reactants [F:1][C:2]1[CH:3]=[C:4]([C:12]2[C:13]([CH3:50])([CH3:49])[C@H:14]3[C@:27]([CH3:30])([CH2:28][CH:29]=2)[C@@H:26]2[C@:17]([CH3:48])([C@@:18]4([CH3:47])[C@H:23]([CH2:24][CH2:25]2)[C@H:22]2[C@H](C(C)=C)CC[C@]2(C(OCC2C=CC=CC=2)=O)[CH2:20][CH2:19]4)[CH2:16][CH2:15]3)[CH:5]=[CH:6][C:7]=1[C:8]([O:10]C)=[O:9].[C:51]([SiH](C)C)(C)([CH3:53])[CH3:52].CCCC[N+:62]([CH2:71][CH2:72][CH2:73][CH3:74])(CCCC)CCCC.[F-], predict the reaction product. The product is: [NH2:62][C@:71]12[CH2:72][CH2:73][C@@H:74]([C:51]([CH3:53])=[CH2:52])[C@@H:22]1[C@@H:23]1[C@@:18]([CH3:47])([CH2:19][CH2:20]2)[C@@:17]2([CH3:48])[C@@H:26]([C@:27]3([CH3:30])[C@@H:14]([CH2:15][CH2:16]2)[C:13]([CH3:49])([CH3:50])[C:12]([C:4]2[CH:5]=[CH:6][C:7]([C:8]([OH:10])=[O:9])=[C:2]([F:1])[CH:3]=2)=[CH:29][CH2:28]3)[CH2:25][CH2:24]1. (3) Given the reactants [NH2:1][C:2]1[CH:3]=[CH:4][C:5]([Br:12])=[C:6]([CH:11]=1)[C:7]([O:9][CH3:10])=[O:8].C(N(CC)CC)C.[C:20](Cl)(=[O:22])[CH3:21], predict the reaction product. The product is: [C:20]([NH:1][C:2]1[CH:3]=[CH:4][C:5]([Br:12])=[C:6]([CH:11]=1)[C:7]([O:9][CH3:10])=[O:8])(=[O:22])[CH3:21]. (4) The product is: [CH3:9][O:8][CH2:7][C:5]1[NH:4][N:3]=[C:2]([S:1][N:31]([C:23]2[S:24][C:25]3[C:30]([N:22]=2)=[CH:29][CH:28]=[CH:27][N:26]=3)[C:11]2[C:12]3[N:20]=[CH:19][CH:18]=[CH:17][C:13]=3[N:14]=[CH:15][N:16]=2)[N:6]=1. Given the reactants [SH:1][C:2]1[N:6]=[C:5]([CH2:7][O:8][CH3:9])[NH:4][N:3]=1.Cl[C:11]1[C:12]2[N:20]=[C:19](Cl)[CH:18]=[CH:17][C:13]=2[N:14]=[CH:15][N:16]=1.[N:22]1[C:30]2[C:25](=[N:26][CH:27]=[CH:28][CH:29]=2)[S:24][C:23]=1[NH2:31], predict the reaction product. (5) The product is: [NH2:8][C:6]1[CH:7]=[C:2]([F:1])[CH:3]=[C:4]2[C:5]=1[CH:11]([CH2:16][C:17]([O:19][CH2:20][CH3:21])=[O:18])[C:12](=[O:13])[NH:22]2. Given the reactants [F:1][C:2]1[CH:7]=[C:6]([N+:8]([O-])=O)[C:5]([CH:11]([CH2:16][C:17]([O:19][CH2:20][CH3:21])=[O:18])[C:12](OC)=[O:13])=[C:4]([N+:22]([O-])=O)[CH:3]=1, predict the reaction product. (6) Given the reactants [O:1]=[C:2]1[CH:7]=[C:6]([O:8][CH2:9][C:10]2[CH:11]=[N:12][C:13]([C:16]([F:19])([F:18])[F:17])=[CH:14][CH:15]=2)[CH:5]=[CH:4][N:3]1[C:20]1[CH:25]=[CH:24][C:23]2[C:26]3[CH2:32][CH2:31][N:30](C(OC(C)(C)C)=O)[CH2:29][CH2:28][C:27]=3[O:40][C:22]=2[CH:21]=1.Cl.C([O-])(O)=O.[Na+], predict the reaction product. The product is: [CH2:32]1[CH2:31][NH:30][CH2:29][CH2:28][C:27]2[O:40][C:22]3[CH:21]=[C:20]([N:3]4[CH:4]=[CH:5][C:6]([O:8][CH2:9][C:10]5[CH:11]=[N:12][C:13]([C:16]([F:18])([F:17])[F:19])=[CH:14][CH:15]=5)=[CH:7][C:2]4=[O:1])[CH:25]=[CH:24][C:23]=3[C:26]1=2.